Dataset: Peptide-MHC class I binding affinity with 185,985 pairs from IEDB/IMGT. Task: Regression. Given a peptide amino acid sequence and an MHC pseudo amino acid sequence, predict their binding affinity value. This is MHC class I binding data. (1) The peptide sequence is DPNPQEVVL. The MHC is HLA-A24:02 with pseudo-sequence HLA-A24:02. The binding affinity (normalized) is 0. (2) The peptide sequence is ELHNGFTGY. The MHC is HLA-A02:16 with pseudo-sequence HLA-A02:16. The binding affinity (normalized) is 0.0847. (3) The peptide sequence is FAAFYFVFI. The MHC is HLA-A03:01 with pseudo-sequence HLA-A03:01. The binding affinity (normalized) is 0.0847. (4) The peptide sequence is RTSKASLER. The MHC is HLA-B40:02 with pseudo-sequence HLA-B40:02. The binding affinity (normalized) is 0. (5) The peptide sequence is SPIEDIEREI. The MHC is HLA-B51:01 with pseudo-sequence HLA-B51:01. The binding affinity (normalized) is 0.0759. (6) The peptide sequence is AVSRGTAKL. The MHC is HLA-B07:02 with pseudo-sequence HLA-B07:02. The binding affinity (normalized) is 0.185.